Predict the product of the given reaction. From a dataset of Forward reaction prediction with 1.9M reactions from USPTO patents (1976-2016). (1) Given the reactants [OH:1][CH:2]([CH2:7][CH:8]([CH3:10])[CH3:9])[C:3]([O:5]C)=[O:4].[Cl:11][C:12]1[CH:13]=[C:14]([OH:19])[CH:15]=[CH:16][C:17]=1[Cl:18].[NH2:20][C:21]1[S:22][CH:23]=[CH:24][N:25]=1, predict the reaction product. The product is: [Cl:11][C:12]1[CH:13]=[C:14]([CH:15]=[CH:16][C:17]=1[Cl:18])[O:1][CH:2]([CH2:7][CH:8]([CH3:10])[CH3:9])[C:3]([OH:5])=[O:4].[Cl:11][C:12]1[CH:13]=[C:14]([CH:15]=[CH:16][C:17]=1[Cl:18])[O:19][CH:2]([CH2:7][CH:8]([CH3:10])[CH3:9])[C:3]([NH:20][C:21]1[S:22][CH:23]=[CH:24][N:25]=1)=[O:5]. (2) Given the reactants [N:1]1[N:2]([C:6]2[CH:24]=[CH:23][CH:22]=[CH:21][C:7]=2[CH2:8][N:9]2[CH2:14][CH2:13][CH2:12][C:11]3([CH2:19][CH2:18][NH:17][CH2:16][CH2:15]3)[C:10]2=[O:20])[N:3]=[CH:4][CH:5]=1.C(N(C(C)C)CC)(C)C.Cl[C:35]1[N:40]=[C:39]([CH3:41])[CH:38]=[C:37]([CH3:42])[N:36]=1, predict the reaction product. The product is: [N:1]1[N:2]([C:6]2[CH:24]=[CH:23][CH:22]=[CH:21][C:7]=2[CH2:8][N:9]2[CH2:14][CH2:13][CH2:12][C:11]3([CH2:15][CH2:16][N:17]([C:35]4[N:40]=[C:39]([CH3:41])[CH:38]=[C:37]([CH3:42])[N:36]=4)[CH2:18][CH2:19]3)[C:10]2=[O:20])[N:3]=[CH:4][CH:5]=1. (3) Given the reactants C(OC(=O)[NH:7][C:8]1[CH:13]=[C:12]([C:14]#[N:15])[CH:11]=[C:10]([N:16]2[CH2:21][CH2:20][N:19]3[S:22](=[O:26])(=[O:25])[CH2:23][CH2:24][CH:18]3[CH2:17]2)[C:9]=1[Cl:27])(C)(C)C.C(O)(C(F)(F)F)=O, predict the reaction product. The product is: [NH2:7][C:8]1[CH:13]=[C:12]([CH:11]=[C:10]([N:16]2[CH2:21][CH2:20][N:19]3[S:22](=[O:26])(=[O:25])[CH2:23][CH2:24][CH:18]3[CH2:17]2)[C:9]=1[Cl:27])[C:14]#[N:15]. (4) Given the reactants [CH3:1][N:2]1[C:10]2[N:9]=[CH:8][CH:7]=[CH:6][C:5]=2[N:4]=[C:3]1[N:11]1[CH2:16][CH2:15][N:14](C(OC(C)(C)C)=O)[CH2:13][CH2:12]1.FC(F)(F)C(O)=O.C(=O)([O-])[O-].[Na+].[Na+], predict the reaction product. The product is: [CH3:1][N:2]1[C:10]2[N:9]=[CH:8][CH:7]=[CH:6][C:5]=2[N:4]=[C:3]1[N:11]1[CH2:12][CH2:13][NH:14][CH2:15][CH2:16]1.